From a dataset of Tyrosyl-DNA phosphodiesterase HTS with 341,365 compounds. Binary Classification. Given a drug SMILES string, predict its activity (active/inactive) in a high-throughput screening assay against a specified biological target. (1) The compound is O=C1N(C2CCCCCCC2)CC(C1)C(=O)NCCCOC(C)C. The result is 0 (inactive). (2) The drug is O=C(NNC(=O)c1ccc(OC)cc1)c1ccc(C(C)(C)C)cc1. The result is 0 (inactive). (3) The drug is Brc1cc(F)c(Cn2c3n(nc(c3c(cc2=O)C)C)c2ccccc2)cc1. The result is 0 (inactive). (4) The molecule is ClCCN(c1cc(C(OC(=O)C)C(NC(=O)C)C(OCC)=O)ccc1)CCCl. The result is 0 (inactive). (5) The molecule is S(=O)(=O)(N1CCc2c1ccc(c2)C(=O)N(Cc1ccccc1)C)c1ccc(cc1)C. The result is 0 (inactive). (6) The molecule is S1(=O)(=O)N(C(=O)N(c2c1cccc2)CC(=O)NCc1c(OC)c(OC)ccc1)c1cc(CC)ccc1. The result is 0 (inactive).